Task: Predict the reaction yield, written as a fraction of the theoretical maximum amount of product (1.0 means a 100% yield; for example, 0.34 means a 34% yield).. Dataset: Reaction yield outcomes from USPTO patents with 853,638 reactions (1) The reactants are [CH3:1][S:2]([O:5][C:6]1[C:14]([CH:15](OC)[O:16][CH3:17])=[CH:13][C:12]([I:20])=[C:11]2[C:7]=1[CH:8](OC)[N:9](C(C)(C1C=CC=CC=1)C)[C:10]2=[O:21])(=[O:4])=[O:3].FC(F)(F)C(O)=O.C([SiH](CC)CC)C.O. The catalyst is [N+](C)([O-])=O.CCCCCC.C(OCC)(=O)C. The product is [CH3:1][S:2]([O:5][C:6]1[C:14]([CH2:15][O:16][CH3:17])=[CH:13][C:12]([I:20])=[C:11]2[C:7]=1[CH2:8][NH:9][C:10]2=[O:21])(=[O:3])=[O:4]. The yield is 0.720. (2) The reactants are Cl.Cl.[CH3:3][N:4]([CH3:30])[C:5]1[C:14]2[C:9](=[CH:10][CH:11]=[CH:12][CH:13]=2)[N:8]=[C:7](/[CH:15]=[CH:16]/[C:17]2[N:22]=[C:21]([CH2:23][OH:24])[CH:20]=[C:19]([N:25]3[CH2:29][CH2:28][CH2:27][CH2:26]3)[N:18]=2)[N:6]=1.S([O-])([O-])(=O)=S.[Na+].[Na+].C(=O)(O)[O-].[Na+]. The catalyst is ClCCl. The product is [CH3:30][N:4]([CH3:3])[C:5]1[C:14]2[C:9](=[CH:10][CH:11]=[CH:12][CH:13]=2)[N:8]=[C:7](/[CH:15]=[CH:16]/[C:17]2[N:22]=[C:21]([CH:23]=[O:24])[CH:20]=[C:19]([N:25]3[CH2:29][CH2:28][CH2:27][CH2:26]3)[N:18]=2)[N:6]=1. The yield is 0.990. (3) The reactants are [CH:1]([O:4][C:5](=[O:21])[NH:6][C@@H:7]1[CH2:20][C:10]2[NH:11][C:12]3[CH:13]=[CH:14][C:15]([C:18]#[N:19])=[CH:16][C:17]=3[C:9]=2[CH2:8]1)([CH3:3])[CH3:2].[C:22]([O:26][C:27]([N:29]1[CH2:33][CH2:32][C@H:31]([OH:34])[C@H:30]1[CH2:35]OS(C)(=O)=O)=[O:28])([CH3:25])([CH3:24])[CH3:23].C(=O)([O-])[O-].[Cs+].[Cs+].[I-].[K+]. The catalyst is CN(C)C=O.C(OCC)(=O)C. The product is [C:22]([O:26][C:27]([N:29]1[CH2:33][CH2:32][C@H:31]([OH:34])[C@H:30]1[CH2:35][N:11]1[C:12]2[CH:13]=[CH:14][C:15]([C:18]#[N:19])=[CH:16][C:17]=2[C:9]2[CH2:8][C@H:7]([NH:6][C:5]([O:4][CH:1]([CH3:3])[CH3:2])=[O:21])[CH2:20][C:10]1=2)=[O:28])([CH3:25])([CH3:23])[CH3:24]. The yield is 0.620. (4) The reactants are [Cl:1][C:2]1[CH:3]=[CH:4][C:5](C)=[C:6]([CH:10]=1)[C:7]([OH:9])=O.C1N=CN([C:17](N2C=NC=C2)=[O:18])C=1.[C:24]([O:30][CH2:31][CH3:32])(=[O:29])[CH2:25]C([O-])=O.[K+].[Cl-].[Mg+2].[Cl-]. The catalyst is O1CCCC1. The product is [Cl:1][C:2]1[CH:3]=[CH:4][C:5]([O:18][CH3:17])=[C:6]([C:7](=[O:9])[CH2:25][C:24]([O:30][CH2:31][CH3:32])=[O:29])[CH:10]=1. The yield is 1.18. (5) The reactants are Cl[CH2:2][C:3]1[N:4]=[C:5]([N:9]2[CH2:14][CH2:13][CH2:12][CH2:11][CH2:10]2)[S:6][C:7]=1[CH3:8].[P:15]([O:22]CC)([O:19][CH2:20][CH3:21])[O:16][CH2:17][CH3:18]. The catalyst is C(OCC)(=O)C.CO. The product is [CH3:8][C:7]1[S:6][C:5]([N:9]2[CH2:14][CH2:13][CH2:12][CH2:11][CH2:10]2)=[N:4][C:3]=1[CH2:2][P:15](=[O:22])([O:19][CH2:20][CH3:21])[O:16][CH2:17][CH3:18]. The yield is 0.350. (6) The catalyst is C(Cl)Cl. The reactants are [C:1]([C:5]1[CH:6]=[C:7]([C:16]2[O:17][CH:18]=[C:19]([CH2:21][CH2:22][O:23][C:24]3[CH:29]=[CH:28][C:27]([C:30](=O)[CH3:31])=[CH:26][CH:25]=3)[N:20]=2)[CH:8]=[C:9]([C:12]([CH3:15])([CH3:14])[CH3:13])[C:10]=1[OH:11])([CH3:4])([CH3:3])[CH3:2].C([BH3-])#N.[Na+].[CH3:37][NH:38][CH3:39].[ClH:40]. The product is [ClH:40].[C:12]([C:9]1[CH:8]=[C:7]([C:16]2[O:17][CH:18]=[C:19]([CH2:21][CH2:22][O:23][C:24]3[CH:25]=[CH:26][C:27]([CH:30]([N:38]([CH3:39])[CH3:37])[CH3:31])=[CH:28][CH:29]=3)[N:20]=2)[CH:6]=[C:5]([C:1]([CH3:3])([CH3:2])[CH3:4])[C:10]=1[OH:11])([CH3:13])([CH3:15])[CH3:14]. The yield is 0.800. (7) The product is [CH3:24][CH:23]([CH3:25])[C@H:18]([N:13]1[CH2:12][C:11]2[C:15](=[CH:16][C:8]([C:5]3[CH:4]=[CH:3][C:2]([NH:1][C:40]([NH:39][C:34]4[CH:35]=[CH:36][CH:37]=[CH:38][C:33]=4[O:26][C:27]4[CH:32]=[CH:31][CH:30]=[CH:29][CH:28]=4)=[O:41])=[CH:7][CH:6]=3)=[CH:9][CH:10]=2)[C:14]1=[O:17])[C:19]([O:21][CH3:22])=[O:20]. No catalyst specified. The reactants are [NH2:1][C:2]1[CH:7]=[CH:6][C:5]([C:8]2[CH:16]=[C:15]3[C:11]([CH2:12][N:13]([C@@H:18]([CH:23]([CH3:25])[CH3:24])[C:19]([O:21][CH3:22])=[O:20])[C:14]3=[O:17])=[CH:10][CH:9]=2)=[CH:4][CH:3]=1.[O:26]([C:33]1[CH:38]=[CH:37][CH:36]=[CH:35][C:34]=1[N:39]=[C:40]=[O:41])[C:27]1[CH:32]=[CH:31][CH:30]=[CH:29][CH:28]=1. The yield is 0.980. (8) The product is [F:19][C:20]([F:33])([F:32])[S:21]([O:12][C:8]1[CH:7]=[CH:6][CH:5]=[C:4]2[C:9]=1[CH:10]=[CH:11][C:2]([CH3:1])=[N:3]2)(=[O:23])=[O:22]. The yield is 0.920. The catalyst is ClCCl. The reactants are [CH3:1][C:2]1[CH:11]=[CH:10][C:9]2[C:8]([OH:12])=[CH:7][CH:6]=[CH:5][C:4]=2[N:3]=1.N1C=CC=CC=1.[F:19][C:20]([F:33])([F:32])[S:21](O[S:21]([C:20]([F:33])([F:32])[F:19])(=[O:23])=[O:22])(=[O:23])=[O:22].O. (9) The reactants are [CH2:1]([C:8]1[C:9]([CH3:23])=[N:10][C:11]2[N:12]([N:15]=[CH:16][C:17]=2[C:18]([O:20][CH2:21][CH3:22])=[O:19])[C:13]=1Cl)[C:2]1[CH:7]=[CH:6][CH:5]=[CH:4][CH:3]=1.CC([O-])=O.[Na+]. The catalyst is CC(O)=O.[Pd]. The product is [CH2:1]([C:8]1[C:9]([CH3:23])=[N:10][C:11]2[N:12]([N:15]=[CH:16][C:17]=2[C:18]([O:20][CH2:21][CH3:22])=[O:19])[CH:13]=1)[C:2]1[CH:3]=[CH:4][CH:5]=[CH:6][CH:7]=1. The yield is 0.250.